This data is from Forward reaction prediction with 1.9M reactions from USPTO patents (1976-2016). The task is: Predict the product of the given reaction. (1) Given the reactants [Br:1][C:2]1[CH:11]=[C:10]2[C:5]([CH:6]=[C:7]([NH2:12])[CH:8]=[N:9]2)=[CH:4][CH:3]=1.C(N(C(C)C)C(C)C)C.[CH:22]1([C:25](Cl)=[O:26])[CH2:24][CH2:23]1, predict the reaction product. The product is: [Br:1][C:2]1[CH:11]=[C:10]2[C:5]([CH:6]=[C:7]([NH:12][C:25]([CH:22]3[CH2:24][CH2:23]3)=[O:26])[CH:8]=[N:9]2)=[CH:4][CH:3]=1. (2) The product is: [O:50]1[CH2:51][CH2:52][C@H:48]([O:15][C:16]2[CH:23]=[CH:22][C:19]([C:20]#[N:21])=[CH:18][C:17]=2[C:24]([F:25])([F:26])[F:27])[CH2:49]1. Given the reactants N(C(OC(C)C)=O)=NC(OC(C)C)=O.[OH:15][C:16]1[CH:23]=[CH:22][C:19]([C:20]#[N:21])=[CH:18][C:17]=1[C:24]([F:27])([F:26])[F:25].C1(P(C2C=CC=CC=2)C2C=CC=CC=2)C=CC=CC=1.O[C@H:48]1[CH2:52][CH2:51][O:50][CH2:49]1, predict the reaction product.